From a dataset of Full USPTO retrosynthesis dataset with 1.9M reactions from patents (1976-2016). Predict the reactants needed to synthesize the given product. (1) Given the product [F:1][C:2]1[CH:11]=[C:10]([F:12])[CH:9]=[C:8]2[C:3]=1[C:4]([NH:20][C:21]1[CH:22]=[N:23][CH:24]=[C:25]([N:27]3[CH2:32][CH2:31][O:30][CH2:29][CH2:28]3)[CH:26]=1)=[C:5]([CH3:19])[C:6]([N:13]1[CH2:14][CH2:15][N:16]([C:34]([O:36][CH:37]([CH3:39])[CH3:38])=[O:35])[CH2:17][CH2:18]1)=[N:7]2, predict the reactants needed to synthesize it. The reactants are: [F:1][C:2]1[CH:11]=[C:10]([F:12])[CH:9]=[C:8]2[C:3]=1[C:4]([NH:20][C:21]1[CH:22]=[N:23][CH:24]=[C:25]([N:27]3[CH2:32][CH2:31][O:30][CH2:29][CH2:28]3)[CH:26]=1)=[C:5]([CH3:19])[C:6]([N:13]1[CH2:18][CH2:17][NH:16][CH2:15][CH2:14]1)=[N:7]2.Cl[C:34]([O:36][CH:37]([CH3:39])[CH3:38])=[O:35]. (2) Given the product [CH2:13]([C:17]1[N:18]=[C:19]([CH3:48])[N:20]([C:39]2[CH:40]=[CH:41][C:42]([O:45][CH2:46][CH3:47])=[CH:43][CH:44]=2)[C:21](=[O:38])[C:22]=1[CH2:23][C:24]1[CH:25]=[CH:26][C:27]([C:30]2[CH:35]=[CH:34][CH:33]=[CH:32][C:31]=2[C:36]2[NH:3][C:4](=[O:7])[O:5][N:37]=2)=[CH:28][CH:29]=1)[CH2:14][CH2:15][CH3:16], predict the reactants needed to synthesize it. The reactants are: [Cl-].O[NH3+:3].[C:4](=[O:7])([O-])[OH:5].[Na+].CS(C)=O.[CH2:13]([C:17]1[N:18]=[C:19]([CH3:48])[N:20]([C:39]2[CH:44]=[CH:43][C:42]([O:45][CH2:46][CH3:47])=[CH:41][CH:40]=2)[C:21](=[O:38])[C:22]=1[CH2:23][C:24]1[CH:29]=[CH:28][C:27]([C:30]2[C:31]([C:36]#[N:37])=[CH:32][CH:33]=[CH:34][CH:35]=2)=[CH:26][CH:25]=1)[CH2:14][CH2:15][CH3:16].